From a dataset of Aqueous solubility values for 9,982 compounds from the AqSolDB database. Regression/Classification. Given a drug SMILES string, predict its absorption, distribution, metabolism, or excretion properties. Task type varies by dataset: regression for continuous measurements (e.g., permeability, clearance, half-life) or binary classification for categorical outcomes (e.g., BBB penetration, CYP inhibition). For this dataset (solubility_aqsoldb), we predict Y. (1) The molecule is COc1ccc(N(C)C(N)=O)cc1. The Y is -1.16 log mol/L. (2) The molecule is CCC(C)OC. The Y is -0.731 log mol/L. (3) The molecule is Clc1ccc(Cl)c(-c2ccc(Cl)c(Cl)c2)c1. The Y is -6.85 log mol/L. (4) The compound is CCCc1ccc(O)c(OC)c1. The Y is -2.18 log mol/L. (5) The compound is Fc1ccccc1Cl. The Y is -2.42 log mol/L. (6) The molecule is OCC[C@@H]1CCCC[NH2+]1. The Y is 0.643 log mol/L. (7) The molecule is CCCCNC(=O)n1c(NC(=O)OC)nc2ccccc21. The Y is -4.86 log mol/L. (8) The drug is Cc1nc(Br)[nH]c1[N+](=O)[O-]. The Y is -1.79 log mol/L.